From a dataset of Reaction yield outcomes from USPTO patents with 853,638 reactions. Predict the reaction yield, written as a fraction of the theoretical maximum amount of product (1.0 means a 100% yield; for example, 0.34 means a 34% yield). (1) The reactants are [CH2:1]([O:3][CH:4]([O:20][CH2:21][CH3:22])[CH2:5][N:6]1[C:14]2[CH2:13][CH2:12][CH2:11][CH2:10][C:9]=2[CH:8]=[C:7]1[C:15]([O:17]CC)=[O:16])[CH3:2].C(O)C.O1CCCC1.[OH-].[Na+]. The catalyst is O. The product is [CH2:21]([O:20][CH:4]([O:3][CH2:1][CH3:2])[CH2:5][N:6]1[C:14]2[CH2:13][CH2:12][CH2:11][CH2:10][C:9]=2[CH:8]=[C:7]1[C:15]([OH:17])=[O:16])[CH3:22]. The yield is 0.780. (2) The reactants are [NH2:1][C:2]1[N:7]=[CH:6][N:5]=[C:4]2[N:8]([CH2:12][C@H:13]3[CH2:17][CH2:16][CH2:15][N:14]3[C:18]([O:20][C:21]([CH3:24])([CH3:23])[CH3:22])=[O:19])[N:9]=[C:10](I)[C:3]=12.[F:25][C:26]1[CH:27]=[C:28]([CH:45]=[C:46]([F:48])[CH:47]=1)[O:29][C:30]1[CH:35]=[CH:34][C:33](B2OC(C)(C)C(C)(C)O2)=[CH:32][CH:31]=1.O1CCOCC1.C(=O)([O-])[O-].[Na+].[Na+]. The catalyst is O. The product is [NH2:1][C:2]1[N:7]=[CH:6][N:5]=[C:4]2[N:8]([CH2:12][C@H:13]3[CH2:17][CH2:16][CH2:15][N:14]3[C:18]([O:20][C:21]([CH3:24])([CH3:23])[CH3:22])=[O:19])[N:9]=[C:10]([C:33]3[CH:32]=[CH:31][C:30]([O:29][C:28]4[CH:45]=[C:46]([F:48])[CH:47]=[C:26]([F:25])[CH:27]=4)=[CH:35][CH:34]=3)[C:3]=12. The yield is 0.810. (3) The reactants are [F:1][C:2]([C:14]1[CH:19]=[CH:18][C:17]([NH2:20])=[C:16]([S:21][CH3:22])[CH:15]=1)([C:10]([F:13])([F:12])[F:11])[C:3]([F:9])([F:8])[C:4]([F:7])([F:6])[F:5].[Cl:23]N1C(=O)CCC1=O. The catalyst is C(#N)C. The product is [Cl:23][C:18]1[CH:19]=[C:14]([C:2]([F:1])([C:10]([F:11])([F:12])[F:13])[C:3]([F:9])([F:8])[C:4]([F:7])([F:6])[F:5])[CH:15]=[C:16]([S:21][CH3:22])[C:17]=1[NH2:20]. The yield is 0.500. (4) The reactants are COC(=O)NC(C(N1C(C2NC(C3C=CC4C(=CC=C(C5C=CC(C6NC(C7C8CC(CC8)N7C(=O)C(NC(OC)=O)C(C)C)=NC=6)=CC=5)C=4)C=3)=CN=2)CC2(CC2)C1)=O)C(C)C.[CH3:63][O:64][C:65](=[O:104])[NH:66][CH:67]([C:71]([N:73]1[CH:78]([C:79]2[NH:80][C:81]([C:84]3[CH:93]=[CH:92][C:91]4[C:86](=[CH:87][CH:88]=[C:89](B5OC(C)(C)C(C)(C)O5)[CH:90]=4)[CH:85]=3)=[CH:82][N:83]=2)[CH:77]2[CH2:103][CH:74]1[CH2:75][CH2:76]2)=[O:72])[CH:68]([CH3:70])[CH3:69].[C:105]([O:109][C:110]([N:112]1[CH:118]([C:119]2[NH:120][C:121]([C:124]3[CH:129]=[CH:128][C:127](Br)=[CH:126][CH:125]=3)=[CH:122][N:123]=2)[CH2:117][C:114]2([CH2:116][CH2:115]2)[CH2:113]1)=[O:111])([CH3:108])([CH3:107])[CH3:106].C(=O)([O-])[O-].[K+].[K+]. The catalyst is C(OCC)(=O)C. The product is [C:105]([O:109][C:110]([N:112]1[CH:118]([C:119]2[NH:120][C:121]([C:124]3[CH:129]=[CH:128][C:127]([C:89]4[CH:88]=[CH:87][C:86]5[C:91](=[CH:92][CH:93]=[C:84]([C:81]6[NH:80][C:79]([CH:78]7[CH:77]8[CH2:103][CH:74]([CH2:75][CH2:76]8)[N:73]7[C:71](=[O:72])[CH:67]([NH:66][C:65]([O:64][CH3:63])=[O:104])[CH:68]([CH3:70])[CH3:69])=[N:83][CH:82]=6)[CH:85]=5)[CH:90]=4)=[CH:126][CH:125]=3)=[CH:122][N:123]=2)[CH2:117][C:114]2([CH2:116][CH2:115]2)[CH2:113]1)=[O:111])([CH3:108])([CH3:107])[CH3:106]. The yield is 0.600. (5) The reactants are [Cl:1][C:2]1[C:11]([N+:12]([O-])=O)=[CH:10][CH:9]=[CH:8][C:3]=1[C:4]([O:6][CH3:7])=[O:5]. The catalyst is CO.[Ni]. The product is [NH2:12][C:11]1[C:2]([Cl:1])=[C:3]([CH:8]=[CH:9][CH:10]=1)[C:4]([O:6][CH3:7])=[O:5]. The yield is 0.835. (6) The reactants are Br[C:2]1[CH:3]=[C:4]([C:14]([NH:16][CH2:17][C:18]2[C:19](=[O:26])[NH:20][C:21]([CH3:25])=[CH:22][C:23]=2[CH3:24])=[O:15])[C:5]2[CH:10]=[N:9][N:8]([CH:11]([CH3:13])[CH3:12])[C:6]=2[N:7]=1.[OH:27][CH2:28][C:29]1[CH:34]=[CH:33][C:32](B(O)O)=[CH:31][CH:30]=1.C([O-])([O-])=O.[Na+].[Na+].CCOC(C)=O. The catalyst is O1CCOCC1.O.C1C=CC([P]([Pd]([P](C2C=CC=CC=2)(C2C=CC=CC=2)C2C=CC=CC=2)([P](C2C=CC=CC=2)(C2C=CC=CC=2)C2C=CC=CC=2)[P](C2C=CC=CC=2)(C2C=CC=CC=2)C2C=CC=CC=2)(C2C=CC=CC=2)C2C=CC=CC=2)=CC=1. The yield is 0.963. The product is [CH3:24][C:23]1[CH:22]=[C:21]([CH3:25])[NH:20][C:19](=[O:26])[C:18]=1[CH2:17][NH:16][C:14]([C:4]1[C:5]2[CH:10]=[N:9][N:8]([CH:11]([CH3:13])[CH3:12])[C:6]=2[N:7]=[C:2]([C:32]2[CH:33]=[CH:34][C:29]([CH2:28][OH:27])=[CH:30][CH:31]=2)[CH:3]=1)=[O:15]. (7) The product is [O:40]1[C:36]([C:33]2[CH:32]=[CH:31][C:30]([NH:29][C:27]3[N:28]=[C:23]([O:22][S:3]([C:2]([F:21])([F:20])[F:1])(=[O:5])=[O:4])[C:24]4[CH2:44][CH2:43][N:42]([C:45]([O:47][C:48]([CH3:51])([CH3:50])[CH3:49])=[O:46])[CH2:41][C:25]=4[N:26]=3)=[CH:35][CH:34]=2)=[CH:37][N:38]=[CH:39]1. The reactants are [F:1][C:2]([F:21])([F:20])[S:3](N(C1C=CC=CC=1)[S:3]([C:2]([F:21])([F:20])[F:1])(=[O:5])=[O:4])(=[O:5])=[O:4].[OH:22][C:23]1[C:24]2[CH2:44][CH2:43][N:42]([C:45]([O:47][C:48]([CH3:51])([CH3:50])[CH3:49])=[O:46])[CH2:41][C:25]=2[N:26]=[C:27]([NH:29][C:30]2[CH:35]=[CH:34][C:33]([C:36]3[O:40][CH:39]=[N:38][CH:37]=3)=[CH:32][CH:31]=2)[N:28]=1.N12CCCN=C1CCCCC2. The catalyst is C(Cl)Cl.CN(C)C1C=CN=CC=1. The yield is 0.800. (8) The reactants are [CH3:1][C:2]1[CH:3]=[C:4]([N:21]2[C:25]([CH3:27])([CH3:26])[C:24](=[O:28])[NH:23][C:22]2=[O:29])[CH:5]=[C:6]([CH3:20])[C:7]=1/[CH:8]=[CH:9]/[S:10]([N:13]1[CH2:18][CH2:17][C:16](=O)[CH2:15][CH2:14]1)(=[O:12])=[O:11].[C-:30]#[N:31].[K+].C([O-])(=O)C.[NH4+:37]. The catalyst is CO. The product is [NH2:37][C:16]1([C:30]#[N:31])[CH2:17][CH2:18][N:13]([S:10](/[CH:9]=[CH:8]/[C:7]2[C:6]([CH3:20])=[CH:5][C:4]([N:21]3[C:25]([CH3:26])([CH3:27])[C:24](=[O:28])[NH:23][C:22]3=[O:29])=[CH:3][C:2]=2[CH3:1])(=[O:12])=[O:11])[CH2:14][CH2:15]1. The yield is 0.680.